From a dataset of Reaction yield outcomes from USPTO patents with 853,638 reactions. Predict the reaction yield, written as a fraction of the theoretical maximum amount of product (1.0 means a 100% yield; for example, 0.34 means a 34% yield). (1) The reactants are Cl.[NH2:2][C@@H:3]([C:6]([CH3:9])([OH:8])[CH3:7])[CH2:4][OH:5].[Si:10](Cl)([C:13]([CH3:16])([CH3:15])[CH3:14])([CH3:12])[CH3:11]. The catalyst is N1C=CC=CC=1.CN(C1C=CN=CC=1)C. The product is [NH4+:2].[OH-:5].[Si:10]([O:8][C:6]([CH3:9])([CH3:7])[C@H:3]([NH2:2])[CH2:4][O:5][Si:10]([C:13]([CH3:16])([CH3:15])[CH3:14])([CH3:12])[CH3:11])([C:13]([CH3:16])([CH3:15])[CH3:14])([CH3:12])[CH3:11]. The yield is 0.00100. (2) The reactants are [CH3:1][C:2]1[N:3]([CH2:33][C:34]([OH:36])=[O:35])[C:4]2[C:9]([C:10]=1[C:11]1[C:20]3[C:15](=CC=CC=3)[C:14](=[O:21])[N:13]([CH2:22][C:23]3[CH:28]=[CH:27][C:26](C(F)(F)F)=[CH:25][CH:24]=3)[N:12]=1)=[CH:8][CH:7]=[CH:6][CH:5]=2.[Br:37]C1C=CC=C2C=1N(CC(OC)=O)C(C)=C2C1N=NC(O)=CC=1. No catalyst specified. The product is [CH2:22]([N:13]1[C:14](=[O:21])[CH:15]=[CH:20][C:11]([C:10]2[C:9]3[C:4](=[C:5]([Br:37])[CH:6]=[CH:7][CH:8]=3)[N:3]([CH2:33][C:34]([OH:36])=[O:35])[C:2]=2[CH3:1])=[N:12]1)[C:23]1[CH:24]=[CH:25][CH:26]=[CH:27][CH:28]=1. The yield is 0.260.